This data is from Reaction yield outcomes from USPTO patents with 853,638 reactions. The task is: Predict the reaction yield, written as a fraction of the theoretical maximum amount of product (1.0 means a 100% yield; for example, 0.34 means a 34% yield). (1) The reactants are [CH3:1][N:2]([CH2:4][C:5]1[NH:14][C:13](=O)[C:12]2[C:7](=[CH:8][C:9]([O:18][CH3:19])=[C:10]([O:16][CH3:17])[CH:11]=2)[N:6]=1)[CH3:3].P(Cl)(Cl)([Cl:22])=O. No catalyst specified. The product is [Cl:22][C:13]1[C:12]2[C:7](=[CH:8][C:9]([O:18][CH3:19])=[C:10]([O:16][CH3:17])[CH:11]=2)[N:6]=[C:5]([CH2:4][N:2]([CH3:3])[CH3:1])[N:14]=1. The yield is 0.930. (2) The reactants are N1C(C)=CC=CC=1C.[CH2:9]([C:11]([C:30]1[CH:35]=[CH:34][C:33]([C:36]#[C:37][C:38]2([OH:43])[CH2:42][CH2:41][CH2:40][CH2:39]2)=[C:32]([CH3:44])[CH:31]=1)([C:14]1[CH:19]=[CH:18][C:17]([B:20]2[O:24][C:23]([CH3:26])([CH3:25])[C:22]([CH3:28])([CH3:27])[O:21]2)=[C:16]([CH3:29])[CH:15]=1)[CH2:12][CH3:13])[CH3:10].O([Si:53]([CH3:56])([CH3:55])[CH3:54])S(C(F)(F)F)(=O)=O.C(=O)(O)[O-].[Na+]. The catalyst is ClCCl. The product is [CH2:9]([C:11]([C:14]1[CH:19]=[CH:18][C:17]([B:20]2[O:24][C:23]([CH3:25])([CH3:26])[C:22]([CH3:27])([CH3:28])[O:21]2)=[C:16]([CH3:29])[CH:15]=1)([C:30]1[CH:35]=[CH:34][C:33]([C:36]#[C:37][C:38]2([O:43][Si:53]([CH3:56])([CH3:55])[CH3:54])[CH2:39][CH2:40][CH2:41][CH2:42]2)=[C:32]([CH3:44])[CH:31]=1)[CH2:12][CH3:13])[CH3:10]. The yield is 0.870. (3) The reactants are C([N-]C(C)C)(C)C.[Li+].[CH3:9][C:10]1[CH:11]=[C:12]([CH:14]=[C:15]([C:17]2[S:21][CH:20]=[N:19][CH:18]=2)[CH:16]=1)[NH2:13].[CH3:22][C:23]1([CH3:34])[CH:28]([CH3:29])[C:27](=[O:30])[CH2:26][CH2:25][CH:24]1[C:31]([OH:33])=[O:32]. The catalyst is C1COCC1.CCOC(C)=O. The product is [NH2:13][C:12]1[CH:14]=[C:15]([C:17]2[S:21][C:20]([C:27]3([OH:30])[CH2:26][CH2:25][CH:24]([C:31]([OH:33])=[O:32])[C:23]([CH3:22])([CH3:34])[CH:28]3[CH3:29])=[N:19][CH:18]=2)[CH:16]=[C:10]([CH3:9])[CH:11]=1. The yield is 0.120. (4) The product is [NH2:1][C:2]1[CH:6]=[CH:5][S:4][C:3]=1[C:7]([CH2:9][CH:10]([CH3:12])[CH3:11])=[CH2:8]. The catalyst is CC(C)CC(=O)C. The yield is 0.960. The reactants are [NH2:1][C:2]1[CH:6]=[CH:5][S:4][C:3]=1/[C:7](=[CH:9]/[CH:10]([CH3:12])[CH3:11])/[CH3:8].NC1C=CSC=1/C(=C\C(C)C)/C. (5) The reactants are [Br:1][C:2]1[CH:7]=[CH:6][C:5](SC)=[CH:4][C:3]=1[CH3:10].O[O:12][S:13]([O-:15])=O.[K+].[O-]S([O-])=O.[Na+].[Na+].[CH3:23]O. The catalyst is O. The product is [Br:1][C:2]1[CH:7]=[CH:6][C:5]([S:13]([CH3:23])(=[O:15])=[O:12])=[CH:4][C:3]=1[CH3:10]. The yield is 0.830. (6) The reactants are [F:1][C:2]1[CH:15]=[CH:14][C:5]([C:6]([CH:8]2[CH2:13][CH2:12][NH:11][CH2:10][CH2:9]2)=[O:7])=[CH:4][CH:3]=1.[C:16]([O:20][C:21](=[O:32])[NH:22][C@H:23]1[CH2:28][CH2:27][C@H:26]([CH2:29][CH:30]=O)[CH2:25][CH2:24]1)([CH3:19])([CH3:18])[CH3:17].C(O[BH-](OC(=O)C)OC(=O)C)(=O)C.[Na+]. The catalyst is ClCCCl. The product is [C:16]([O:20][C:21](=[O:32])[NH:22][C@H:23]1[CH2:24][CH2:25][C@H:26]([CH2:29][CH2:30][N:11]2[CH2:12][CH2:13][CH:8]([C:6](=[O:7])[C:5]3[CH:4]=[CH:3][C:2]([F:1])=[CH:15][CH:14]=3)[CH2:9][CH2:10]2)[CH2:27][CH2:28]1)([CH3:19])([CH3:18])[CH3:17]. The yield is 0.932. (7) The reactants are [Cl:1][C:2]1[N:7]=[C:6]([CH2:8][C:9]([C:11]2[C:12]([F:29])=[C:13]([NH:17][S:18]([C:21]3[C:26]([F:27])=[CH:25][CH:24]=[CH:23][C:22]=3[F:28])(=[O:20])=[O:19])[CH:14]=[CH:15][CH:16]=2)=O)[CH:5]=[CH:4][N:3]=1.ClCCl.BrN1C(=O)CCC1=O.[CH3:41][C:42]([CH3:47])([CH3:46])[C:43](=[S:45])[NH2:44]. The catalyst is C(OCC)(=O)C.O. The product is [Cl:1][C:2]1[N:7]=[C:6]([C:8]2[S:45][C:43]([C:42]([CH3:47])([CH3:46])[CH3:41])=[N:44][C:9]=2[C:11]2[C:12]([F:29])=[C:13]([NH:17][S:18]([C:21]3[C:26]([F:27])=[CH:25][CH:24]=[CH:23][C:22]=3[F:28])(=[O:20])=[O:19])[CH:14]=[CH:15][CH:16]=2)[CH:5]=[CH:4][N:3]=1. The yield is 0.800. (8) The reactants are [Br:1][C:2]1[C:7]([F:8])=[CH:6][C:5]([CH2:9][OH:10])=[C:4]([Cl:11])[CH:3]=1.C(N(CC)CC)C.[CH3:19][S:20](Cl)(=O)=[O:21]. The catalyst is O1CCCC1.C(OCC)(=O)C. The product is [CH3:19][S:20]([O:10][CH2:9][C:5]1[CH:6]=[C:7]([F:8])[C:2]([Br:1])=[CH:3][C:4]=1[Cl:11])=[O:21]. The yield is 0.770. (9) The reactants are [N+:1]([C:4]1[CH:8]=[CH:7][NH:6][N:5]=1)([O-:3])=[O:2].[H-].[Na+].[CH3:11][O:12][C:13](=[O:22])[C:14]1[CH:19]=[CH:18][CH:17]=[C:16]([CH2:20]Br)[CH:15]=1. The catalyst is CN(C)C=O.C(OCC)(=O)C. The product is [CH3:11][O:12][C:13](=[O:22])[C:14]1[CH:19]=[CH:18][CH:17]=[C:16]([CH2:20][N:6]2[CH:7]=[CH:8][C:4]([N+:1]([O-:3])=[O:2])=[N:5]2)[CH:15]=1. The yield is 0.820.